This data is from Forward reaction prediction with 1.9M reactions from USPTO patents (1976-2016). The task is: Predict the product of the given reaction. (1) Given the reactants [F:1][C:2]1[CH:3]=[C:4]([B:17]2[O:21]C(C)(C)C(C)(C)[O:18]2)[CH:5]=[C:6]([F:16])[C:7]=1[O:8][CH2:9][CH2:10][CH2:11][S:12]([CH3:15])(=[O:14])=[O:13].I([O-])(=O)(=O)=O.[Na+].C([O-])(=O)C.[NH4+], predict the reaction product. The product is: [F:1][C:2]1[CH:3]=[C:4]([B:17]([OH:18])[OH:21])[CH:5]=[C:6]([F:16])[C:7]=1[O:8][CH2:9][CH2:10][CH2:11][S:12]([CH3:15])(=[O:13])=[O:14]. (2) Given the reactants Cl[C:2]1[N:7]=[C:6]([NH:8][CH2:9][CH2:10][CH3:11])[N:5]=[C:4]([NH:12][CH2:13][CH2:14][CH3:15])[N:3]=1.Cl.[CH:17]1([CH2:20][O:21][NH:22][CH3:23])[CH2:19][CH2:18]1, predict the reaction product. The product is: [CH2:13]([NH:12][C:4]1[N:5]=[C:6]([NH:8][CH2:9][CH2:10][CH3:11])[N:7]=[C:2]([N:22]([CH3:23])[O:21][CH2:20][CH:17]2[CH2:19][CH2:18]2)[N:3]=1)[CH2:14][CH3:15]. (3) The product is: [C:21]([N:19]1[CH2:20][CH:17]([N:10]2[CH2:9][C:8]3[C:7]([F:24])=[C:6]([Cl:25])[CH:5]=[C:4]([CH:1]([OH:3])[CH3:2])[C:14]=3[O:13][CH:12]([CH3:15])[C:11]2=[O:16])[CH2:18]1)(=[O:23])[CH3:22]. Given the reactants [C:1]([C:4]1[C:14]2[O:13][CH:12]([CH3:15])[C:11](=[O:16])[N:10]([CH:17]3[CH2:20][N:19]([C:21](=[O:23])[CH3:22])[CH2:18]3)[CH2:9][C:8]=2[C:7]([F:24])=[C:6]([Cl:25])[CH:5]=1)(=[O:3])[CH3:2].[BH4-].[Na+].C(O)(=O)C, predict the reaction product. (4) Given the reactants [C:1]([C:5]1[N:10]=[C:9]([N:11]2[CH2:16][CH2:15][N:14]([CH2:17][CH2:18][CH2:19][CH2:20][NH2:21])[CH2:13][CH2:12]2)[CH:8]=[C:7]([C:22]([F:25])([F:24])[F:23])[N:6]=1)([CH3:4])([CH3:3])[CH3:2].C1N=CN([C:31](N2C=NC=C2)=[O:32])C=1.[Cl:38][C:39]1[CH:40]=[C:41]([N:46]2[CH2:51][CH2:50][NH:49][CH2:48][CH2:47]2)[CH:42]=[CH:43][C:44]=1[Cl:45], predict the reaction product. The product is: [C:1]([C:5]1[N:10]=[C:9]([N:11]2[CH2:16][CH2:15][N:14]([CH2:17][CH2:18][CH2:19][CH2:20][NH:21][C:31]([N:49]3[CH2:50][CH2:51][N:46]([C:41]4[CH:42]=[CH:43][C:44]([Cl:45])=[C:39]([Cl:38])[CH:40]=4)[CH2:47][CH2:48]3)=[O:32])[CH2:13][CH2:12]2)[CH:8]=[C:7]([C:22]([F:24])([F:25])[F:23])[N:6]=1)([CH3:4])([CH3:2])[CH3:3]. (5) Given the reactants [CH3:1][O:2][C:3]1[CH:4]=[C:5]([NH:13][C:14](=[O:19])[C:15]([CH3:18])([CH3:17])[CH3:16])[CH:6]=[CH:7][C:8]=1[O:9][CH2:10][O:11][CH3:12].[CH2:20]([Li])CCC.CI.O, predict the reaction product. The product is: [CH3:1][O:2][C:3]1[C:4]([CH3:20])=[C:5]([NH:13][C:14](=[O:19])[C:15]([CH3:16])([CH3:18])[CH3:17])[CH:6]=[CH:7][C:8]=1[O:9][CH2:10][O:11][CH3:12]. (6) Given the reactants OC1C=C2C(=CC=1)[C:8](=[O:12])[N:7]([CH3:13])[CH2:6]C2.COC1C(CCN2CCC(N3C4C(=CC=C(C(N)=O)C=4)C=C3)CC2)=C2C(C(=O)C(C)(C)CO2)=CC=1.C(C1C(OC)=CC2COC(=O)NC=2C=1)C=C.[CH3:65][O:66][C:67]1[C:78]([CH2:79][CH2:80][N:81]2[CH2:86][CH2:85][CH:84]([N:87]3[C:95]4[C:90](=[CH:91][CH:92]=[C:93]([C:96]([NH:98][CH3:99])=[O:97])[CH:94]=4)[CH:89]=[CH:88]3)[CH2:83][CH2:82]2)=[CH:77][C:70]2N(C)C(=O)O[CH2:74][C:69]=2[CH:68]=1, predict the reaction product. The product is: [CH3:65][O:66][C:67]1[CH:68]=[C:69]2[C:70](=[CH:77][C:78]=1[CH2:79][CH2:80][N:81]1[CH2:86][CH2:85][CH:84]([N:87]3[C:95]4[C:90](=[CH:91][CH:92]=[C:93]([C:96]([NH:98][CH3:99])=[O:97])[CH:94]=4)[CH:89]=[CH:88]3)[CH2:83][CH2:82]1)[C:8](=[O:12])[N:7]([CH3:13])[CH2:6][CH2:74]2. (7) Given the reactants [Cl:1][C:2]1[CH:3]=[C:4]2[C:9](=[CH:10][CH:11]=1)[NH:8][CH:7]([C:12]1[CH:13]=[C:14]([NH2:18])[CH:15]=[CH:16][CH:17]=1)[C:6]([CH3:20])([CH3:19])[CH2:5]2.[CH3:21][O:22][C:23](=[O:28])[C:24](Br)([CH3:26])[CH3:25].C(=O)([O-])[O-].[K+].[K+], predict the reaction product. The product is: [CH3:21][O:22][C:23](=[O:28])[C:24]([NH:18][C:14]1[CH:15]=[CH:16][CH:17]=[C:12]([CH:7]2[C:6]([CH3:20])([CH3:19])[CH2:5][C:4]3[C:9](=[CH:10][CH:11]=[C:2]([Cl:1])[CH:3]=3)[NH:8]2)[CH:13]=1)([CH3:26])[CH3:25]. (8) Given the reactants [Cl:1][C:2]1[N:10]=[CH:9][N:8]=[C:7]2[C:3]=1[N:4]=[CH:5][NH:6]2.CC1C=CC(S(O)(=O)=O)=CC=1.[O:22]1[CH:27]=[CH:26][CH2:25][CH2:24][CH2:23]1.C([O-])([O-])=O.[Na+].[Na+], predict the reaction product. The product is: [Cl:1][C:2]1[N:10]=[CH:9][N:8]=[C:7]2[C:3]=1[N:4]=[CH:5][N:6]2[CH:23]1[CH2:24][CH2:25][CH2:26][CH2:27][O:22]1. (9) Given the reactants [CH3:1][O:2][C:3](=[O:21])[CH2:4][C:5]1[CH:10]=[CH:9][CH:8]=[C:7]([O:11][C:12]2[CH:17]=[CH:16][C:15]([Br:18])=[CH:14][C:13]=2[CH:19]=O)[CH:6]=1.[CH3:22][C@H:23]([NH2:31])[CH2:24][C:25]1[CH:30]=[CH:29][CH:28]=[CH:27][CH:26]=1.[CH3:22][C@H:23]([NH2:31])[CH2:24][C:25]1[CH:30]=[CH:29][CH:28]=[CH:27][CH:26]=1.OS(O)(=O)=O, predict the reaction product. The product is: [CH3:1][O:2][C:3](=[O:21])[CH2:4][C:5]1[CH:10]=[CH:9][CH:8]=[C:7]([O:11][C:12]2[CH:17]=[CH:16][C:15]([Br:18])=[CH:14][C:13]=2[CH2:19][NH:31][C@@H:23]([CH3:22])[CH2:24][C:25]2[CH:30]=[CH:29][CH:28]=[CH:27][CH:26]=2)[CH:6]=1.